The task is: Predict the product of the given reaction.. This data is from Forward reaction prediction with 1.9M reactions from USPTO patents (1976-2016). (1) Given the reactants I[C:2]1[C:3]([NH2:22])=[N:4][CH:5]=[CH:6][C:7]=1[O:8][C:9]1[CH:14]=[CH:13][C:12]([O:15][C:16]2[CH:21]=[CH:20][CH:19]=[CH:18][CH:17]=2)=[CH:11][CH:10]=1.CC1(C)C(C)(C)OB([C:31]2[CH:32]=[C:33]([NH:37][C:38](=[O:41])[CH2:39][CH3:40])[CH:34]=[CH:35][CH:36]=2)O1, predict the reaction product. The product is: [NH2:22][C:3]1[C:2]([C:35]2[CH:34]=[C:33]([NH:37][C:38](=[O:41])[CH2:39][CH3:40])[CH:32]=[CH:31][CH:36]=2)=[C:7]([O:8][C:9]2[CH:14]=[CH:13][C:12]([O:15][C:16]3[CH:21]=[CH:20][CH:19]=[CH:18][CH:17]=3)=[CH:11][CH:10]=2)[CH:6]=[CH:5][N:4]=1. (2) Given the reactants [CH:1]1([C:4]2[CH:5]=[C:6]([CH2:21][N:22]3[CH2:27][CH2:26][CH:25]([N:28]4[CH:33]=[CH:32][C:31]([C:34]([O:36]C)=[O:35])=[CH:30][C:29]4=[O:38])[CH2:24][CH2:23]3)[C:7]([O:17][CH:18]([CH3:20])[CH3:19])=[N:8][C:9]=2[C:10]2[CH:15]=[CH:14][C:13]([F:16])=[CH:12][CH:11]=2)[CH2:3][CH2:2]1.[OH-].[Na+].Cl, predict the reaction product. The product is: [CH:1]1([C:4]2[CH:5]=[C:6]([CH2:21][N:22]3[CH2:27][CH2:26][CH:25]([N:28]4[CH:33]=[CH:32][C:31]([C:34]([OH:36])=[O:35])=[CH:30][C:29]4=[O:38])[CH2:24][CH2:23]3)[C:7]([O:17][CH:18]([CH3:19])[CH3:20])=[N:8][C:9]=2[C:10]2[CH:15]=[CH:14][C:13]([F:16])=[CH:12][CH:11]=2)[CH2:3][CH2:2]1. (3) The product is: [CH3:5][O:4][CH2:1][C:2]#[C:3][C:14]1[CH:15]=[CH:16][C:17]([C:20]([O:22][CH3:23])=[O:21])=[N:18][CH:19]=1. Given the reactants [CH2:1]([O:4][CH3:5])[C:2]#[CH:3].C(N(CC)CC)C.Br[C:14]1[CH:15]=[CH:16][C:17]([C:20]([O:22][CH3:23])=[O:21])=[N:18][CH:19]=1, predict the reaction product. (4) Given the reactants C1(C[N:8]2[CH2:13][CH2:12][CH:11]([N:14]([CH2:28][CH:29]=[CH2:30])[C:15](=[O:27])[CH2:16][C:17]3[CH:22]=[CH:21][C:20]([S:23]([CH3:26])(=[O:25])=[O:24])=[CH:19][CH:18]=3)[CH2:10][CH2:9]2)C=CC=CC=1.ClC(OC(Cl)C)=O, predict the reaction product. The product is: [NH:8]1[CH2:13][CH2:12][CH:11]([N:14]([CH2:28][CH:29]=[CH2:30])[C:15](=[O:27])[CH2:16][C:17]2[CH:22]=[CH:21][C:20]([S:23]([CH3:26])(=[O:24])=[O:25])=[CH:19][CH:18]=2)[CH2:10][CH2:9]1.